Predict the reactants needed to synthesize the given product. From a dataset of Full USPTO retrosynthesis dataset with 1.9M reactions from patents (1976-2016). (1) Given the product [N+:18]([O-:20])([O:17][CH2:16][C@H:15]([O:21][N+:22]([O-:24])=[O:23])[CH2:14][CH2:13][CH2:12][CH2:11][OH:10])=[O:19], predict the reactants needed to synthesize it. The reactants are: [N+](C1C=CC(C([O:10][CH2:11][CH2:12][CH2:13][CH2:14][C@@H:15]([O:21][N+:22]([O-:24])=[O:23])[CH2:16][O:17][N+:18]([O-:20])=[O:19])=O)=CC=1)([O-])=O.[OH-].[Na+]. (2) The reactants are: [NH:1]1[CH:5]=[CH:4][CH:3]=[C:2]1C=O.[NH2:8][NH2:9]. Given the product [NH2:8][NH2:9].[N:1]1[C:2](=[NH:8])[CH:3]=[CH:4][CH:5]=1.[N:1]1[C:2](=[NH:8])[CH:3]=[CH:4][CH:5]=1, predict the reactants needed to synthesize it. (3) Given the product [Cl:15][C:16]1[CH:17]=[C:18]([C:23]2[N:24]=[C:25]([NH:28][C:35](=[O:50])[CH2:36][C:7]3[C:6]4[C:5](=[O:12])[N:4]([CH3:13])[C:3](=[O:14])[N:2]([CH3:1])[C:10]=4[S:9][CH:8]=3)[S:26][CH:27]=2)[CH:19]=[CH:20][C:21]=1[Cl:22], predict the reactants needed to synthesize it. The reactants are: [CH3:1][N:2]1[C:7]2=[CH:8][S:9][C:10](C)=[C:6]2[C:5](=[O:12])[N:4]([CH3:13])[C:3]1=[O:14].[Cl:15][C:16]1[CH:17]=[C:18]([C:23]2[N:24]=[C:25]([NH2:28])[S:26][CH:27]=2)[CH:19]=[CH:20][C:21]=1[Cl:22].CCN=C=NC[CH2:35][CH2:36]N(C)C.Cl.C1C=CC2N([OH:50])N=NC=2C=1. (4) Given the product [CH3:1][O:2][C:3]1[CH:4]=[C:5]2[C:10](=[CH:11][C:12]=1[O:13][CH3:14])[N:9]=[CH:8][CH:7]=[C:6]2[O:15][C:16]1[CH:21]=[CH:20][C:19]([NH:22][C:39]([C:36]2[C:37](=[O:38])[N:32]([C:29]3[CH:28]=[CH:27][C:26]([F:25])=[CH:31][CH:30]=3)[C:33](=[O:45])[N:34]([CH:42]([CH3:44])[CH3:43])[CH:35]=2)=[O:40])=[C:18]([CH3:23])[C:17]=1[CH3:24], predict the reactants needed to synthesize it. The reactants are: [CH3:1][O:2][C:3]1[CH:4]=[C:5]2[C:10](=[CH:11][C:12]=1[O:13][CH3:14])[N:9]=[CH:8][CH:7]=[C:6]2[O:15][C:16]1[CH:21]=[CH:20][C:19]([NH2:22])=[C:18]([CH3:23])[C:17]=1[CH3:24].[F:25][C:26]1[CH:31]=[CH:30][C:29]([N:32]2[C:37](=[O:38])[C:36]([C:39](O)=[O:40])=[CH:35][N:34]([CH:42]([CH3:44])[CH3:43])[C:33]2=[O:45])=[CH:28][CH:27]=1. (5) Given the product [NH2:12][C:9]1[N:10]=[CH:11][C:6]([O:5][C:4]2[CH:13]=[CH:14][C:15]([Cl:16])=[C:2]([NH:1][C:29]([C:28]3[N:24]([CH3:23])[N:25]=[C:26]([CH3:32])[CH:27]=3)=[O:30])[CH:3]=2)=[CH:7][CH:8]=1, predict the reactants needed to synthesize it. The reactants are: [NH2:1][C:2]1[CH:3]=[C:4]([CH:13]=[CH:14][C:15]=1[Cl:16])[O:5][C:6]1[CH:7]=[CH:8][C:9]([NH2:12])=[N:10][CH:11]=1.N1C=CC=CC=1.[CH3:23][N:24]1[C:28]([C:29](Cl)=[O:30])=[CH:27][C:26]([CH3:32])=[N:25]1. (6) Given the product [NH2:33][C@H:23]([C:12]1[C:11]([C:8]2[CH:9]=[CH:10][C:2]([Cl:1])=[C:3]3[C:7]=2[N:6]([CH3:41])[N:5]=[C:4]3[NH:42][S:43]([CH3:45])=[O:44])=[CH:16][CH:15]=[C:14]([C:17]#[C:18][C:19]([OH:22])([CH3:20])[CH3:21])[N:13]=1)[CH2:24][C:25]1[CH:26]=[C:27]([F:32])[CH:28]=[C:29]([F:31])[CH:30]=1, predict the reactants needed to synthesize it. The reactants are: [Cl:1][C:2]1[CH:10]=[CH:9][C:8]([C:11]2[C:12]([C@@H:23]([NH:33]C(=O)OC(C)(C)C)[CH2:24][C:25]3[CH:30]=[C:29]([F:31])[CH:28]=[C:27]([F:32])[CH:26]=3)=[N:13][C:14]([C:17]#[C:18][C:19]([OH:22])([CH3:21])[CH3:20])=[CH:15][CH:16]=2)=[C:7]2[C:3]=1[C:4]([NH:42][S:43]([CH3:45])=[O:44])=[N:5][N:6]2[CH3:41].FC(F)(F)C(O)=O. (7) Given the product [Cl:18][C:5]1[C:6]([NH:8][CH2:9][C:10]2[CH:15]=[CH:14][CH:13]=[C:12]([O:16][CH3:17])[CH:11]=2)=[N:7][C:2]([NH:27][C:23]2[CH:24]=[CH:25][CH:26]=[C:21]([O:20][CH3:19])[CH:22]=2)=[N:3][CH:4]=1, predict the reactants needed to synthesize it. The reactants are: Cl[C:2]1[N:7]=[C:6]([NH:8][CH2:9][C:10]2[CH:15]=[CH:14][CH:13]=[C:12]([O:16][CH3:17])[CH:11]=2)[C:5]([Cl:18])=[CH:4][N:3]=1.[CH3:19][O:20][C:21]1[CH:22]=[C:23]([NH2:27])[CH:24]=[CH:25][CH:26]=1.O.C1(C)C=CC(S(O)(=O)=O)=CC=1.C([O-])(O)=O.[Na+].